From a dataset of Full USPTO retrosynthesis dataset with 1.9M reactions from patents (1976-2016). Predict the reactants needed to synthesize the given product. (1) Given the product [OH:9][C@H:7]1[CH2:6][N:5]([C:17]([O:19][C:20]([CH3:23])([CH3:22])[CH3:21])=[O:16])[C@H:4]([C:3]([O:2][CH3:1])=[O:10])[CH2:8]1, predict the reactants needed to synthesize it. The reactants are: [CH3:1][O:2][C:3](=[O:10])[C@@H:4]1[CH2:8][C@@H:7]([OH:9])[CH2:6][NH:5]1.C(=O)(O)[O-].[Na+].[O:16](C(OC(C)(C)C)=O)[C:17]([O:19][C:20]([CH3:23])([CH3:22])[CH3:21])=O. (2) Given the product [F:1][C:2]1[CH:3]=[C:4]([C:27]2[CH:32]=[CH:31][C:30]([O:33][CH3:34])=[CH:29][CH:28]=2)[CH:5]=[CH:6][C:7]=1[N:8]1[C:9]([CH2:14][C@@H:15]2[CH2:19][CH2:18][N:17]([C:20](=[O:22])[CH:37]([CH3:38])[CH3:36])[CH2:16]2)=[N:10][NH:11][C:12]1=[O:13], predict the reactants needed to synthesize it. The reactants are: [F:1][C:2]1[CH:3]=[C:4]([C:27]2[CH:32]=[CH:31][C:30]([O:33][CH3:34])=[CH:29][CH:28]=2)[CH:5]=[CH:6][C:7]=1[N:8]1[C:12](=[O:13])[NH:11][N:10]=[C:9]1[CH2:14][C@@H:15]1[CH2:19][CH2:18][N:17]([C:20]([O:22]C(C)(C)C)=O)[CH2:16]1.Cl.[C:36](Cl)(=O)[CH:37](C)[CH3:38]. (3) Given the product [OH:38][CH2:37][C:36]([O:35][CH2:34][C@@:2]1([CH3:1])[O:30][C@@H:6]([O:7][C:8]2[CH:13]=[C:12]([CH2:14][OH:15])[CH:11]=[CH:10][C:9]=2[CH2:21][C:22]2[CH:27]=[CH:26][C:25]([CH2:28][CH3:29])=[CH:24][CH:23]=2)[C@H:5]([OH:31])[C@@H:4]([OH:32])[C@@H:3]1[OH:33])=[O:44], predict the reactants needed to synthesize it. The reactants are: [CH3:1][C@:2]1([CH2:34][O:35][C:36](=[O:44])[CH2:37][O:38]C2CCCO2)[O:30][C@@H:6]([O:7][C:8]2[CH:13]=[C:12]([CH2:14][O:15]C3CCCO3)[CH:11]=[CH:10][C:9]=2[CH2:21][C:22]2[CH:27]=[CH:26][C:25]([CH2:28][CH3:29])=[CH:24][CH:23]=2)[C@H:5]([OH:31])[C@@H:4]([OH:32])[C@@H:3]1[OH:33].CC1C=CC(S(O)(=O)=O)=CC=1. (4) Given the product [CH3:22][O:21][C:19]1[CH:18]=[C:13]([CH:12]=[C:11]([O:10][CH2:2][CH2:3][N:4]2[CH2:9][CH2:8][O:7][CH2:6][CH2:5]2)[CH:20]=1)[C:14]([O:16][CH3:17])=[O:15], predict the reactants needed to synthesize it. The reactants are: Cl[CH2:2][CH2:3][N:4]1[CH2:9][CH2:8][O:7][CH2:6][CH2:5]1.[OH:10][C:11]1[CH:12]=[C:13]([CH:18]=[C:19]([O:21][CH3:22])[CH:20]=1)[C:14]([O:16][CH3:17])=[O:15].C([O-])([O-])=O.[K+].[K+].O. (5) Given the product [Cl:1][C:2]1[CH:29]=[CH:28][C:5]2[N:6]([C@H:23]3[CH2:27][CH2:26][N:25]([CH2:36][C:37]([F:40])([F:39])[F:38])[CH2:24]3)[C:7]([CH2:9][N:10]3[C:14]4=[CH:15][N:16]=[CH:17][CH:18]=[C:13]4[C:12]([S:19]([CH3:22])(=[O:20])=[O:21])=[N:11]3)=[N:8][C:4]=2[CH:3]=1, predict the reactants needed to synthesize it. The reactants are: [Cl:1][C:2]1[CH:29]=[CH:28][C:5]2[N:6]([C@H:23]3[CH2:27][CH2:26][NH:25][CH2:24]3)[C:7]([CH2:9][N:10]3[C:14]4=[CH:15][N:16]=[CH:17][CH:18]=[C:13]4[C:12]([S:19]([CH3:22])(=[O:21])=[O:20])=[N:11]3)=[N:8][C:4]=2[CH:3]=1.FC(F)(F)S(O[CH2:36][C:37]([F:40])([F:39])[F:38])(=O)=O.C([O-])([O-])=O.[Cs+].[Cs+]. (6) Given the product [NH2:35][CH2:13][C@@H:12]1[N:8]([C:5]2[CH:6]=[CH:7][C:2]([F:1])=[CH:3][CH:4]=2)[C:9](=[O:15])[CH2:10][CH2:11]1, predict the reactants needed to synthesize it. The reactants are: [F:1][C:2]1[CH:7]=[CH:6][C:5]([N:8]2[C@@H:12]([CH2:13]O)[CH2:11][CH2:10][C:9]2=[O:15])=[CH:4][CH:3]=1.C1(P(C2C=CC=CC=2)C2C=CC=CC=2)C=CC=CC=1.[NH:35](C(OC(C)(C)C)=O)C(OC(C)(C)C)=O.N(C(OCC)=O)=NC(OCC)=O. (7) Given the product [NH:11]1[C:15]2[CH:16]=[CH:17][CH:18]=[CH:19][C:14]=2[N:13]=[C:12]1[C@H:8]([NH:9][C:10]([NH:32][C@@H:30]([C:27]1[CH:28]=[CH:29][C:24]([Cl:23])=[CH:25][CH:26]=1)[CH3:31])=[O:20])[CH2:7][C:6]1[CH:21]=[CH:22][C:3]([O:2][CH3:1])=[CH:4][CH:5]=1, predict the reactants needed to synthesize it. The reactants are: [CH3:1][O:2][C:3]1[CH:22]=[CH:21][C:6]([CH2:7][C@@H:8]2[C:12]3=[N:13][C:14]4[CH:19]=[CH:18][CH:17]=[CH:16][C:15]=4[N:11]3[C:10](=[O:20])[NH:9]2)=[CH:5][CH:4]=1.[Cl:23][C:24]1[CH:29]=[CH:28][C:27]([C@H:30]([NH2:32])[CH3:31])=[CH:26][CH:25]=1.C(O)(C(F)(F)F)=O. (8) Given the product [ClH:36].[C:24]1([C:20]2[S:19][C:18]3=[N:17][C:16]([NH:15][C:14]([C@@H:9]4[CH2:10][O:11][CH2:12][CH2:13][NH:8]4)=[O:30])=[CH:23][N:22]3[CH:21]=2)[CH:25]=[CH:26][CH:27]=[CH:28][CH:29]=1, predict the reactants needed to synthesize it. The reactants are: C(OC([N:8]1[CH2:13][CH2:12][O:11][CH2:10][C@H:9]1[C:14](=[O:30])[NH:15][C:16]1[N:17]=[C:18]2[N:22]([CH:23]=1)[CH:21]=[C:20]([C:24]1[CH:29]=[CH:28][CH:27]=[CH:26][CH:25]=1)[S:19]2)=O)(C)(C)C.O1CCCC1.[ClH:36].[SiH](CC)(CC)CC. (9) Given the product [CH:38]([C:8]1[C:9]2[C:14](=[CH:13][CH:12]=[C:11]([CH:15]([C:27]3[CH:28]=[CH:29][CH:30]=[CH:31][CH:32]=3)[C:16]([CH3:26])([CH3:25])[C:17]([NH:19][C:20]3[S:21][CH:22]=[CH:23][N:24]=3)=[O:18])[CH:10]=2)[NH:6][CH:7]=1)=[O:39], predict the reactants needed to synthesize it. The reactants are: P(Cl)(Cl)(Cl)=O.[NH:6]1[C:14]2[C:9](=[CH:10][C:11]([CH:15]([C:27]3[CH:32]=[CH:31][CH:30]=[CH:29][CH:28]=3)[C:16]([CH3:26])([CH3:25])[C:17]([NH:19][C:20]3[S:21][CH:22]=[CH:23][N:24]=3)=[O:18])=[CH:12][CH:13]=2)[CH:8]=[CH:7]1.[OH-].[Na+].CN([CH:38]=[O:39])C. (10) Given the product [Cl:22][C:23]1[CH:28]=[CH:27][CH:26]=[C:25]([Cl:29])[C:24]=1[C:30]1[NH:31][C:32]2[CH:38]=[C:37]([C:39]3[O:40][C:11]([NH:1][C:2]4[CH:3]=[N:4][C:5]([O:8][CH3:9])=[CH:6][CH:7]=4)=[N:42][N:41]=3)[CH:36]=[CH:35][C:33]=2[N:34]=1, predict the reactants needed to synthesize it. The reactants are: [NH2:1][C:2]1[CH:3]=[N:4][C:5]([O:8][CH3:9])=[CH:6][CH:7]=1.N1(C(N2C=CN=C2)=S)C=CN=[CH:11]1.[Cl:22][C:23]1[CH:28]=[CH:27][CH:26]=[C:25]([Cl:29])[C:24]=1[C:30]1[NH:31][C:32]2[CH:38]=[C:37]([C:39]([NH:41][NH2:42])=[O:40])[CH:36]=[CH:35][C:33]=2[N:34]=1.CCN=C=NCCCN(C)C.